Dataset: NCI-60 drug combinations with 297,098 pairs across 59 cell lines. Task: Regression. Given two drug SMILES strings and cell line genomic features, predict the synergy score measuring deviation from expected non-interaction effect. (1) Drug 1: CS(=O)(=O)C1=CC(=C(C=C1)C(=O)NC2=CC(=C(C=C2)Cl)C3=CC=CC=N3)Cl. Drug 2: C1C(C(OC1N2C=NC3=C2NC=NCC3O)CO)O. Cell line: UACC62. Synergy scores: CSS=6.09, Synergy_ZIP=-0.458, Synergy_Bliss=4.71, Synergy_Loewe=3.41, Synergy_HSA=3.61. (2) Drug 1: C1CN1C2=NC(=NC(=N2)N3CC3)N4CC4. Drug 2: C#CCC(CC1=CN=C2C(=N1)C(=NC(=N2)N)N)C3=CC=C(C=C3)C(=O)NC(CCC(=O)O)C(=O)O. Cell line: OVCAR-4. Synergy scores: CSS=9.00, Synergy_ZIP=4.75, Synergy_Bliss=1.24, Synergy_Loewe=0.171, Synergy_HSA=0.172.